From a dataset of Catalyst prediction with 721,799 reactions and 888 catalyst types from USPTO. Predict which catalyst facilitates the given reaction. (1) Reactant: [NH2:1][C@@H:2]([CH2:33][C:34]1[CH:39]=[CH:38][CH:37]=[CH:36][CH:35]=1)[C@@H:3]([OH:32])[CH2:4][C@@H:5]([NH:19][C:20]([C@@H:22]([NH:27][C:28](=[O:31])[O:29][CH3:30])[C:23]([CH3:26])([CH3:25])[CH3:24])=[O:21])[CH2:6][C:7]1[CH:12]=[CH:11][C:10]([C:13]2[CH:18]=[CH:17][CH:16]=[CH:15][N:14]=2)=[CH:9][CH:8]=1.[CH3:40][C@@H:41]([CH2:58][CH3:59])[C@H:42]([NH:46][C:47]([N:49]([CH3:57])[CH2:50][C:51]1[N:52]=[C:53]([CH3:56])[S:54][CH:55]=1)=[O:48])[C:43](O)=[O:44].CCOP(ON1N=NC2C=CC=CC=2C1=O)(OCC)=O.C(N(CC)C(C)C)(C)C. Product: [CH2:33]([C@H:2]([NH:1][C:43](=[O:44])[C@H:42]([CH:41]([CH2:58][CH3:59])[CH3:40])[NH:46][C:47](=[O:48])[N:49]([CH3:57])[CH2:50][C:51]1[N:52]=[C:53]([CH3:56])[S:54][CH:55]=1)[C@@H:3]([OH:32])[CH2:4][C@H:5]([CH2:6][C:7]1[CH:12]=[CH:11][C:10]([C:13]2[CH:18]=[CH:17][CH:16]=[CH:15][N:14]=2)=[CH:9][CH:8]=1)[NH:19][C:20](=[O:21])[C@@H:22]([NH:27][C:28](=[O:31])[O:29][CH3:30])[C:23]([CH3:26])([CH3:25])[CH3:24])[C:34]1[CH:35]=[CH:36][CH:37]=[CH:38][CH:39]=1. The catalyst class is: 1. (2) Reactant: CC1(C)C(C)(C)OB([C:9]2[CH:10]=[C:11]3[C:31](=[CH:32][CH:33]=2)[C:15]2[NH:16][C:17]([C@@H:19]4[CH2:23][CH2:22][CH2:21][N:20]4[C:24]([O:26][C:27]([CH3:30])([CH3:29])[CH3:28])=[O:25])=[N:18][C:14]=2[CH2:13][CH2:12]3)O1.Br[C:36]1[CH:37]=[C:38]2[C:43](=[CH:44][CH:45]=1)[CH:42]=[C:41]([C:46]1[NH:50][C:49]([C@@H:51]3[CH2:55][CH2:54][CH2:53][N:52]3[C:56](=[O:66])[C@@H:57]([NH:61][C:62](=[O:65])[O:63][CH3:64])[CH:58]([CH3:60])[CH3:59])=[N:48][CH:47]=1)[CH:40]=[CH:39]2.C([O-])([O-])=O.[K+].[K+]. Product: [CH3:64][O:63][C:62]([NH:61][C@@H:57]([CH:58]([CH3:60])[CH3:59])[C:56]([N:52]1[CH2:53][CH2:54][CH2:55][C@H:51]1[C:49]1[NH:50][C:46]([C:41]2[CH:42]=[C:43]3[C:38](=[CH:39][CH:40]=2)[CH:37]=[C:36]([C:9]2[CH:10]=[C:11]4[C:31](=[CH:32][CH:33]=2)[C:15]2[NH:16][C:17]([C@@H:19]5[CH2:23][CH2:22][CH2:21][N:20]5[C:24]([O:26][C:27]([CH3:28])([CH3:29])[CH3:30])=[O:25])=[N:18][C:14]=2[CH2:13][CH2:12]4)[CH:45]=[CH:44]3)=[CH:47][N:48]=1)=[O:66])=[O:65]. The catalyst class is: 104. (3) Reactant: Cl.[NH2:2][CH2:3][C:4]1[CH:12]=[CH:11][CH:10]=[C:9]2[C:5]=1[CH2:6][N:7]([CH:14]1[CH2:19][CH2:18][C:17](=[O:20])[NH:16][C:15]1=[O:21])[C:8]2=[O:13].[CH2:22]([N:25]=[C:26]=[O:27])[CH2:23][CH3:24]. Product: [O:21]=[C:15]1[CH:14]([N:7]2[CH2:6][C:5]3[C:9](=[CH:10][CH:11]=[CH:12][C:4]=3[CH2:3][NH:2][C:26]([NH:25][CH2:22][CH2:23][CH3:24])=[O:27])[C:8]2=[O:13])[CH2:19][CH2:18][C:17](=[O:20])[NH:16]1. The catalyst class is: 10. (4) Reactant: [H-].[Na+].CS(C)=O.[NH2:7][C:8]1[C:13]([CH3:14])=[CH:12][C:11]([OH:15])=[C:10]([CH3:16])[CH:9]=1.Cl[C:18]1[C:27]2[C:22](=[CH:23][C:24]([O:30][CH3:31])=[C:25]([O:28][CH3:29])[CH:26]=2)[N:21]=[CH:20][CH:19]=1. Product: [CH3:29][O:28][C:25]1[CH:26]=[C:27]2[C:22](=[CH:23][C:24]=1[O:30][CH3:31])[N:21]=[CH:20][CH:19]=[C:18]2[O:15][C:11]1[C:10]([CH3:16])=[CH:9][C:8]([NH2:7])=[C:13]([CH3:14])[CH:12]=1. The catalyst class is: 6.